Dataset: Reaction yield outcomes from USPTO patents with 853,638 reactions. Task: Predict the reaction yield, written as a fraction of the theoretical maximum amount of product (1.0 means a 100% yield; for example, 0.34 means a 34% yield). (1) The reactants are Cl.[NH2:2][CH2:3][CH2:4][N:5]1[C:9]2[CH:10]=[CH:11][C:12]([C:14]3[O:15][C:16]4[CH:22]=[CH:21][CH:20]=[CH:19][C:17]=4[N:18]=3)=[CH:13][C:8]=2[N:7]=[C:6]1[CH3:23].[C:24]1(=[O:30])[O:29][C:27](=[O:28])[CH2:26][CH2:25]1.C(N(CC)CC)C.C(Cl)(Cl)Cl. The catalyst is O. The product is [O:30]=[C:24]([NH:2][CH2:3][CH2:4][N:5]1[C:9]2[CH:10]=[CH:11][C:12]([C:14]3[O:15][C:16]4[CH:22]=[CH:21][CH:20]=[CH:19][C:17]=4[N:18]=3)=[CH:13][C:8]=2[N:7]=[C:6]1[CH3:23])[CH2:25][CH2:26][C:27]([OH:29])=[O:28]. The yield is 0.690. (2) The reactants are O1CCCCC1[N:7]1[C:15]2[C:10](=[CH:11][C:12]([C:16]3[N:20]=[CH:19][N:18](C(C4C=CC=CC=4)(C4C=CC=CC=4)C4C=CC=CC=4)[N:17]=3)=[CH:13][CH:14]=2)[C:9]([C:40]2[CH:45]=[CH:44][C:43]([NH2:46])=[CH:42][CH:41]=2)=[N:8]1.Cl.[CH3:48][N:49]([CH3:54])[CH2:50][C:51](O)=[O:52].ON1C2C=CC=CC=2N=N1.Cl.C(N=C=NCCCN(C)C)C. The catalyst is C(Cl)Cl. The product is [NH:18]1[CH:19]=[N:20][C:16]([C:12]2[CH:11]=[C:10]3[C:15](=[CH:14][CH:13]=2)[NH:7][N:8]=[C:9]3[C:40]2[CH:45]=[CH:44][C:43]([NH:46][C:51](=[O:52])[CH2:50][N:49]([CH3:54])[CH3:48])=[CH:42][CH:41]=2)=[N:17]1. The yield is 0.160. (3) The reactants are [Br:1][C:2]1[CH:11]=[CH:10][CH:9]=[C:8]([CH3:12])[C:3]=1[C:4]([O:6][CH3:7])=[O:5].[Br:13]N1C(=O)CCC1=O. The catalyst is ClC(Cl)(Cl)Cl. The product is [Br:1][C:2]1[CH:11]=[CH:10][CH:9]=[C:8]([CH2:12][Br:13])[C:3]=1[C:4]([O:6][CH3:7])=[O:5]. The yield is 0.500. (4) The reactants are Cl[C:2]1[N:7]=[CH:6][N:5]=[C:4]([NH2:8])[C:3]=1[O:9][CH3:10].[NH:11]1[CH2:15][CH2:14][CH2:13][CH2:12]1. The catalyst is C1(C)C=CC=CC=1. The product is [CH3:10][O:9][C:3]1[C:4]([NH2:8])=[N:5][CH:6]=[N:7][C:2]=1[N:11]1[CH2:15][CH2:14][CH2:13][CH2:12]1. The yield is 0.840. (5) The reactants are Br[CH2:2][C:3]([C:5]12[CH2:14][CH:9]3[CH2:10][CH:11]([CH2:13][CH:7]([CH2:8]3)[CH2:6]1)[CH2:12]2)=[O:4].[CH3:15][C:16]1[S:20][C:19]([SH:21])=[N:18][N:17]=1.C(N(CC)CC)C. The catalyst is C(#N)C. The product is [C:5]12([C:3](=[O:4])[CH2:2][S:21][C:19]3[S:20][C:16]([CH3:15])=[N:17][N:18]=3)[CH2:14][CH:9]3[CH2:10][CH:11]([CH2:13][CH:7]([CH2:8]3)[CH2:6]1)[CH2:12]2. The yield is 0.870. (6) The reactants are Cl[C:2]1[CH:3]=[C:4]([NH:10][C:11]2[CH:16]=[CH:15][N:14]=[C:13]([CH3:17])[N:12]=2)[C:5]([O:8][CH3:9])=[N:6][CH:7]=1.[C:18]([O:21][CH2:22][C:23]1[C:24]([N:32]2[CH2:43][CH2:42][N:41]3[C:34](=[CH:35][C:36]4[CH2:37][C:38]([CH3:45])([CH3:44])[CH2:39][C:40]=43)[C:33]2=[O:46])=[N:25][CH:26]=[CH:27][C:28]=1B(O)O)(=[O:20])[CH3:19].C1(P(C2CCCCC2)C2CCCCC2)CCCCC1.C([O-])([O-])=O.[Cs+].[Cs+]. The catalyst is C1C=CC(/C=C/C(/C=C/C2C=CC=CC=2)=O)=CC=1.C1C=CC(/C=C/C(/C=C/C2C=CC=CC=2)=O)=CC=1.C1C=CC(/C=C/C(/C=C/C2C=CC=CC=2)=O)=CC=1.[Pd].[Pd].O.O1CCOCC1. The product is [C:18]([O:21][CH2:22][C:23]1[C:24]([N:32]2[CH2:43][CH2:42][N:41]3[C:34](=[CH:35][C:36]4[CH2:37][C:38]([CH3:45])([CH3:44])[CH2:39][C:40]=43)[C:33]2=[O:46])=[N:25][CH:26]=[CH:27][C:28]=1[C:2]1[CH:7]=[N:6][C:5]([O:8][CH3:9])=[C:4]([NH:10][C:11]2[CH:16]=[CH:15][N:14]=[C:13]([CH3:17])[N:12]=2)[CH:3]=1)(=[O:20])[CH3:19]. The yield is 0.250. (7) The reactants are C(OC(C)C)(=O)C.[Si:8]([O:15][C:16]1[C:17]([CH3:26])=[C:18]([CH:23]=[CH:24][CH:25]=1)[C:19]([O:21][CH3:22])=[O:20])([C:11]([CH3:14])([CH3:13])[CH3:12])([CH3:10])[CH3:9].C1(O)C=CC=CC=1.[Br:34]N1C(=O)CCC1=O.N(C(C)(C)C#N)=NC(C)(C)C#N. No catalyst specified. The product is [Br:34][CH2:26][C:17]1[C:16]([O:15][Si:8]([C:11]([CH3:14])([CH3:13])[CH3:12])([CH3:9])[CH3:10])=[CH:25][CH:24]=[CH:23][C:18]=1[C:19]([O:21][CH3:22])=[O:20]. The yield is 0.900. (8) The reactants are [H-].[Na+].[Cl:3][C:4]1[C:9]([C:10]2[NH:14][CH:13]=[C:12]([CH2:15][N:16]([CH3:24])[C:17](=[O:23])[O:18][C:19]([CH3:22])([CH3:21])[CH3:20])[C:11]=2[F:25])=[CH:8][CH:7]=[CH:6][N:5]=1.C1OCCOCCOCCOCCOC1.[CH3:41][O:42][C:43]1[CH:44]=[C:45]([S:49](Cl)(=[O:51])=[O:50])[CH:46]=[CH:47][CH:48]=1. The catalyst is O1CCCC1.O. The product is [Cl:3][C:4]1[C:9]([C:10]2[N:14]([S:49]([C:45]3[CH:46]=[CH:47][CH:48]=[C:43]([O:42][CH3:41])[CH:44]=3)(=[O:51])=[O:50])[CH:13]=[C:12]([CH2:15][N:16]([CH3:24])[C:17](=[O:23])[O:18][C:19]([CH3:21])([CH3:22])[CH3:20])[C:11]=2[F:25])=[CH:8][CH:7]=[CH:6][N:5]=1. The yield is 0.980. (9) The reactants are C([O-])([O-])=O.[Na+].[Na+].FC(F)(F)S(O[C:13]1[CH2:14][CH2:15][N:16]([C:19]([O:21][C:22]([CH3:25])([CH3:24])[CH3:23])=[O:20])[CH2:17][CH:18]=1)(=O)=O.S(O)(O)(=O)=O.[NH2:33][C:34]1[CH:35]=[C:36](B(O)O)[CH:37]=[CH:38][CH:39]=1.[NH2:33][C:34]1[CH:39]=[C:38](B(O)O)[CH:37]=[CH:36][CH:35]=1.[Cl-].[Li+]. The catalyst is C(COC)OC. The product is [NH2:33][C:34]1[CH:39]=[C:38]([C:13]2[CH2:14][CH2:15][N:16]([C:19]([O:21][C:22]([CH3:25])([CH3:24])[CH3:23])=[O:20])[CH2:17][CH:18]=2)[CH:37]=[CH:36][CH:35]=1. The yield is 0.810. (10) The reactants are [CH2:1]([C:9]1[CH:15]=[CH:14][C:12]([NH2:13])=[CH:11][CH:10]=1)[CH2:2][CH2:3][CH2:4][CH2:5][CH2:6][CH2:7][CH3:8].OO.[I:18]I. The catalyst is CO. The product is [I:18][C:14]1[CH:15]=[C:9]([CH2:1][CH2:2][CH2:3][CH2:4][CH2:5][CH2:6][CH2:7][CH3:8])[CH:10]=[CH:11][C:12]=1[NH2:13]. The yield is 0.860.